This data is from Full USPTO retrosynthesis dataset with 1.9M reactions from patents (1976-2016). The task is: Predict the reactants needed to synthesize the given product. (1) Given the product [Cl:13][C:14]1[CH:15]=[CH:16][C:17]([C:23]#[N:24])=[C:18]([C:5]2[C:4]([O:3][CH2:1][CH3:2])=[CH:9][N:8]=[C:7]([O:10][CH3:11])[CH:6]=2)[CH:19]=1, predict the reactants needed to synthesize it. The reactants are: [CH2:1]([O:3][C:4]1[C:5](I)=[CH:6][C:7]([O:10][CH3:11])=[N:8][CH:9]=1)[CH3:2].[Cl:13][C:14]1[CH:15]=[CH:16][C:17]([C:23]#[N:24])=[C:18](B(O)O)[CH:19]=1. (2) Given the product [Cl:21][C:17]1[CH:18]=[C:19]2[C:14](=[CH:15][CH:16]=1)[C:13](=[O:22])[N:12]([C:7]1[C:6]3[CH2:5][CH2:4][CH2:3][CH:2]([NH:1][S:32]([CH2:30][CH3:31])(=[O:34])=[O:33])[C:11]=3[CH:10]=[N:9][CH:8]=1)[CH2:20]2, predict the reactants needed to synthesize it. The reactants are: [NH2:1][CH:2]1[C:11]2[CH:10]=[N:9][CH:8]=[C:7]([N:12]3[CH2:20][C:19]4[C:14](=[CH:15][CH:16]=[C:17]([Cl:21])[CH:18]=4)[C:13]3=[O:22])[C:6]=2[CH2:5][CH2:4][CH2:3]1.CCN(CC)CC.[CH2:30]([S:32](Cl)(=[O:34])=[O:33])[CH3:31]. (3) Given the product [Cl:59][CH:40]([Cl:39])[C:41]([N:43]1[C@H:47]([CH2:48][F:49])[C@@H:46]([C:50]2[CH:55]=[CH:54][C:53]([C:2]3[CH:3]=[CH:4][C:5]([C:8]4([F:12])[CH2:11][O:10][CH2:9]4)=[N:6][CH:7]=3)=[CH:52][CH:51]=2)[O:45][C:44]1([CH3:57])[CH3:58])=[O:42], predict the reactants needed to synthesize it. The reactants are: Br[C:2]1[CH:3]=[CH:4][C:5]([C:8]2([F:12])[CH2:11][O:10][CH2:9]2)=[N:6][CH:7]=1.B1(B2OC(C)(C)C(C)(C)O2)OC(C)(C)C(C)(C)O1.C([O-])(=O)C.[K+].ClCCl.[Cl:39][CH:40]([Cl:59])[C:41]([N:43]1[C@H:47]([CH2:48][F:49])[C@@H:46]([C:50]2[CH:55]=[CH:54][C:53](I)=[CH:52][CH:51]=2)[O:45][C:44]1([CH3:58])[CH3:57])=[O:42].C(=O)([O-])[O-].[Na+].[Na+].